This data is from Reaction yield outcomes from USPTO patents with 853,638 reactions. The task is: Predict the reaction yield, written as a fraction of the theoretical maximum amount of product (1.0 means a 100% yield; for example, 0.34 means a 34% yield). (1) The yield is 0.680. The catalyst is O1CCOCC1.C(OCC)(=O)C.C1C=CC([P]([Pd]([P](C2C=CC=CC=2)(C2C=CC=CC=2)C2C=CC=CC=2)([P](C2C=CC=CC=2)(C2C=CC=CC=2)C2C=CC=CC=2)[P](C2C=CC=CC=2)(C2C=CC=CC=2)C2C=CC=CC=2)(C2C=CC=CC=2)C2C=CC=CC=2)=CC=1. The reactants are FC(F)(F)S(O[C:7]1[CH:12]=[CH:11][C:10]([C:13]2[N:14]=[CH:15][S:16][CH:17]=2)=[C:9]([F:18])[CH:8]=1)(=O)=O.C([Sn](CCCC)(CCCC)[C:26]([O:28]CC)=[CH2:27])CCC.[Cl-].[Li+]. The product is [F:18][C:9]1[CH:8]=[C:7]([C:26](=[O:28])[CH3:27])[CH:12]=[CH:11][C:10]=1[C:13]1[N:14]=[CH:15][S:16][CH:17]=1. (2) The reactants are Br[C:2]1[CH:3]=[CH:4][C:5]2[N:11]3[C:12]([CH3:15])=[N:13][N:14]=[C:10]3[C@H:9]([CH3:16])[CH2:8][N:7]([C:17]3[CH:18]=[N:19][C:20]([N+:23]([O-:25])=[O:24])=[CH:21][CH:22]=3)[C:6]=2[CH:26]=1.CC1(C)C(C)(C)OB([C:35]2[CH:36]=[CH:37][C:38]([NH2:41])=[N:39][CH:40]=2)O1.[F-].[K+].C(=O)([O-])[O-].[Cs+].[Cs+]. The catalyst is C(OCC)(=O)C.C1C=CC([P]([Pd]([P](C2C=CC=CC=2)(C2C=CC=CC=2)C2C=CC=CC=2)([P](C2C=CC=CC=2)(C2C=CC=CC=2)C2C=CC=CC=2)[P](C2C=CC=CC=2)(C2C=CC=CC=2)C2C=CC=CC=2)(C2C=CC=CC=2)C2C=CC=CC=2)=CC=1.O.C(O)C.C1(C)C=CC=CC=1. The product is [CH3:15][C:12]1[N:11]2[C:5]3[CH:4]=[CH:3][C:2]([C:35]4[CH:36]=[CH:37][C:38]([NH2:41])=[N:39][CH:40]=4)=[CH:26][C:6]=3[N:7]([C:17]3[CH:18]=[N:19][C:20]([N+:23]([O-:25])=[O:24])=[CH:21][CH:22]=3)[CH2:8][C@@H:9]([CH3:16])[C:10]2=[N:14][N:13]=1. The yield is 0.510.